Dataset: Forward reaction prediction with 1.9M reactions from USPTO patents (1976-2016). Task: Predict the product of the given reaction. (1) Given the reactants [C:1]([O:5][C:6]([N:8]1[CH2:12][CH2:11][CH2:10][CH:9]1[CH:13]=[O:14])=[O:7])([CH3:4])([CH3:3])[CH3:2].[NH4+].[Cl-].O1CCC[CH2:18]1, predict the reaction product. The product is: [C:1]([O:5][C:6]([N:8]1[CH2:12][CH2:11][CH2:10][CH:9]1[CH:13]([OH:14])[CH3:18])=[O:7])([CH3:4])([CH3:3])[CH3:2]. (2) The product is: [C:1]([O:5][C:6]([N:8]1[CH2:9][C@@H:10]([CH2:19][N:20]([C:24](=[O:39])[C:25]2[CH:30]=[CH:29][C:28]([CH2:31][CH3:32])=[C:27]([O:33][CH2:34][CH2:35][CH2:36][O:37][CH3:38])[CH:26]=2)[CH:21]([CH3:22])[CH3:23])[C@H:11]([CH2:13][N:40]=[N+:41]=[N-:42])[CH2:12]1)=[O:7])([CH3:2])([CH3:3])[CH3:4]. Given the reactants [C:1]([O:5][C:6]([N:8]1[CH2:12][C@@H:11]([CH2:13]OS(C)(=O)=O)[C@H:10]([CH2:19][N:20]([C:24](=[O:39])[C:25]2[CH:30]=[CH:29][C:28]([CH2:31][CH3:32])=[C:27]([O:33][CH2:34][CH2:35][CH2:36][O:37][CH3:38])[CH:26]=2)[CH:21]([CH3:23])[CH3:22])[CH2:9]1)=[O:7])([CH3:4])([CH3:3])[CH3:2].[N-:40]=[N+:41]=[N-:42].[Na+], predict the reaction product. (3) The product is: [F:1][C:2]1[CH:7]=[CH:6][C:5]([C:8]2[S:9][C:10]3[N:11]=[C:12]([NH2:21])[N:13]=[C:14]([N:29]4[CH2:34][CH2:33][NH:32][CH2:31][CH2:30]4)[C:15]=3[N:16]=2)=[CH:4][CH:3]=1. Given the reactants [F:1][C:2]1[CH:7]=[CH:6][C:5]([C:8]2[S:9][C:10]3[N:11]=[C:12]([NH2:21])[N:13]=[C:14](S(C)(=O)=O)[C:15]=3[N:16]=2)=[CH:4][CH:3]=1.C(N(CC)CC)C.[NH:29]1[CH2:34][CH2:33][NH:32][CH2:31][CH2:30]1, predict the reaction product. (4) Given the reactants C(N[C:5]1[C:6]([N+:15]([O-:17])=[O:16])=[C:7]([CH:11]=[CH:12][C:13]=1[CH3:14])[C:8]([OH:10])=[O:9])(=O)C.[OH-:18].[K+].Cl, predict the reaction product. The product is: [OH:18][C:5]1[C:6]([N+:15]([O-:17])=[O:16])=[C:7]([CH:11]=[CH:12][C:13]=1[CH3:14])[C:8]([OH:10])=[O:9]. (5) Given the reactants O[C@H]1CCN(C(OC(C)(C)C)=O)C1.[O:14]([C@H:21]1[CH2:25][CH2:24][N:23]([C:26]([O:28][C:29]([CH3:32])([CH3:31])[CH3:30])=[O:27])[CH2:22]1)[C:15]1[CH:20]=[CH:19][CH:18]=[CH:17][CH:16]=1, predict the reaction product. The product is: [O:14]([C@@H:21]1[CH2:25][CH2:24][N:23]([C:26]([O:28][C:29]([CH3:32])([CH3:31])[CH3:30])=[O:27])[CH2:22]1)[C:15]1[CH:16]=[CH:17][CH:18]=[CH:19][CH:20]=1. (6) Given the reactants [CH3:1][O:2][C:3]1[CH:4]=[C:5]2[C:10](=[CH:11][C:12]=1[O:13][CH3:14])[N:9]=[CH:8][N:7]=[C:6]2[O:15][C:16]1[CH:22]=[CH:21][C:19]([NH2:20])=[C:18]([O:23][CH3:24])[CH:17]=1.C(N(CC)CC)C.ClC(Cl)(O[C:36](=[O:42])OC(Cl)(Cl)Cl)Cl.[CH3:44][N:45]1[CH2:50][CH2:49][N:48]([CH2:51][CH2:52][CH2:53][NH2:54])[CH2:47][CH2:46]1, predict the reaction product. The product is: [CH3:1][O:2][C:3]1[CH:4]=[C:5]2[C:10](=[CH:11][C:12]=1[O:13][CH3:14])[N:9]=[CH:8][N:7]=[C:6]2[O:15][C:16]1[CH:22]=[CH:21][C:19]([NH:20][C:36]([NH:54][CH2:53][CH2:52][CH2:51][N:48]2[CH2:47][CH2:46][N:45]([CH3:44])[CH2:50][CH2:49]2)=[O:42])=[C:18]([O:23][CH3:24])[CH:17]=1. (7) Given the reactants [CH3:1][O:2][C:3]1[CH:11]=[CH:10][C:9]([NH:12][S:13]([CH3:16])(=[O:15])=[O:14])=[CH:8][C:4]=1[C:5]([OH:7])=O.Cl.[CH2:18]([O:20][CH2:21][CH2:22][N:23]1[C:27]2[CH:28]=[CH:29][CH:30]=[CH:31][C:26]=2[N:25]=[C:24]1[N:32]1[CH2:38][CH2:37][CH2:36][N:35]([CH2:39][CH2:40][C:41]2([C:46]3[CH:51]=[CH:50][CH:49]=[CH:48][CH:47]=3)[CH2:45][CH2:44][NH:43][CH2:42]2)[CH2:34][CH2:33]1)[CH3:19].C([C@](C(O)=O)(O)[C@](C(=O)C1C=CC(OC)=CC=1)(O)C(O)=O)(=O)C1C=CC(OC)=CC=1.C1(C2(CCO)CCNC2)C=CC=CC=1, predict the reaction product. The product is: [CH3:1][O:2][C:3]1[CH:11]=[CH:10][C:9]([NH:12][S:13]([CH3:16])(=[O:15])=[O:14])=[CH:8][C:4]=1[C:5]([N:43]1[CH2:44][CH2:45][C:41]([CH2:40][CH2:39][N:35]2[CH2:36][CH2:37][CH2:38][N:32]([C:24]3[N:23]([CH2:22][CH2:21][O:20][CH2:18][CH3:19])[C:27]4[CH:28]=[CH:29][CH:30]=[CH:31][C:26]=4[N:25]=3)[CH2:33][CH2:34]2)([C:46]2[CH:51]=[CH:50][CH:49]=[CH:48][CH:47]=2)[CH2:42]1)=[O:7].